From a dataset of Drug-target binding data from BindingDB using IC50 measurements. Regression. Given a target protein amino acid sequence and a drug SMILES string, predict the binding affinity score between them. We predict pIC50 (pIC50 = -log10(IC50 in M); higher means more potent). Dataset: bindingdb_ic50. The compound is N#Cc1cc(F)cc(-n2nnc(-c3ccccn3)n2)c1. The target protein (P31424) has sequence MVLLLILSVLLLKEDVRGSAQSSERRVVAHMPGDIIIGALFSVHHQPTVDKVHERKCGAVREQYGIQRVEAMLHTLERINSDPTLLPNITLGCEIRDSCWHSAVALEQSIEFIRDSLISSEEEEGLVRCVDGSSSFRSKKPIVGVIGPGSSSVAIQVQNLLQLFNIPQIAYSATSMDLSDKTLFKYFMRVVPSDAQQARAMVDIVKRYNWTYVSAVHTEGNYGESGMEAFKDMSAKEGICIAHSYKIYSNAGEQSFDKLLKKLRSHLPKARVVACFCEGMTVRGLLMAMRRLGLAGEFLLLGSDGWADRYDVTDGYQREAVGGITIKLQSPDVKWFDDYYLKLRPETNLRNPWFQEFWQHRFQCRLEGFAQENSKYNKTCNSSLTLRTHHVQDSKMGFVINAIYSMAYGLHNMQMSLCPGYAGLCDAMKPIDGRKLLDSLMKTNFTGVSGDMILFDENGDSPGRYEIMNFKEMGKDYFDYINVGSWDNGELKMDDDEVWS.... The pIC50 is 8.4.